The task is: Predict the reactants needed to synthesize the given product.. This data is from Full USPTO retrosynthesis dataset with 1.9M reactions from patents (1976-2016). Given the product [F:1][C@H:2]1[CH2:19][C@@:17]2([CH3:18])[C@@H:13]([CH2:14][CH2:15][C@@H:16]2[OH:20])[C@H:12]2[C@H:3]1[C:4]1[CH:5]=[CH:6][C:7]([OH:38])=[CH:8][C:9]=1[CH2:10][C@H:11]2[CH2:21][CH2:22][CH2:23][CH2:24][CH2:25][N:26]([CH3:37])[CH2:27][CH2:28][CH2:29][C:30]([F:35])([F:36])[C:31]([F:32])([F:33])[F:34], predict the reactants needed to synthesize it. The reactants are: [F:1][C@H:2]1[CH2:19][C@@:17]2([CH3:18])[C@@H:13]([CH2:14][CH2:15][C:16]2=[O:20])[C@H:12]2[C@H:3]1[C:4]1[CH:5]=[CH:6][C:7]([OH:38])=[CH:8][C:9]=1[CH2:10][C@H:11]2[CH2:21][CH2:22][CH2:23][CH2:24][CH2:25][N:26]([CH3:37])[CH2:27][CH2:28][CH2:29][C:30]([F:36])([F:35])[C:31]([F:34])([F:33])[F:32].[BH4-].[Na+].